The task is: Predict the reactants needed to synthesize the given product.. This data is from Full USPTO retrosynthesis dataset with 1.9M reactions from patents (1976-2016). Given the product [C:1]([O:4][CH2:5][CH2:6][C:7]1[C:8]([NH:26][C:27]2[CH:31]=[C:30]([CH:32]3[CH2:34][CH2:33]3)[NH:29][N:28]=2)=[N:9][C:10]([C:13]2[S:14][C:15]([S:18](=[O:24])(=[O:25])[NH2:19])=[CH:16][CH:17]=2)=[N:11][CH:12]=1)(=[O:3])[CH3:2], predict the reactants needed to synthesize it. The reactants are: [C:1]([O:4][CH2:5][CH2:6][C:7]1[C:8]([NH:26][C:27]2[CH:31]=[C:30]([CH:32]3[CH2:34][CH2:33]3)[NH:29][N:28]=2)=[N:9][C:10]([C:13]2[S:14][C:15]([S:18](=[O:25])(=[O:24])[NH:19]C(C)(C)C)=[CH:16][CH:17]=2)=[N:11][CH:12]=1)(=[O:3])[CH3:2].